This data is from Reaction yield outcomes from USPTO patents with 853,638 reactions. The task is: Predict the reaction yield, written as a fraction of the theoretical maximum amount of product (1.0 means a 100% yield; for example, 0.34 means a 34% yield). (1) The reactants are Br[C:2]1[CH:7]=[CH:6][C:5]([N:8]2[CH2:13][CH2:12][O:11][CH2:10][C:9]2=[O:14])=[CH:4][CH:3]=1.[CH3:15][C:16]1([CH3:32])[C:20]([CH3:22])([CH3:21])[O:19][B:18]([B:18]2[O:19][C:20]([CH3:22])([CH3:21])[C:16]([CH3:32])([CH3:15])[O:17]2)[O:17]1.C([O-])(=O)C.[K+]. The catalyst is O1CCOCC1.C1C=CC(P(C2C=CC=CC=2)[C-]2C=CC=C2)=CC=1.C1C=CC(P(C2C=CC=CC=2)[C-]2C=CC=C2)=CC=1.Cl[Pd]Cl.[Fe+2].ClCCl. The product is [CH3:15][C:16]1([CH3:32])[C:20]([CH3:22])([CH3:21])[O:19][B:18]([C:2]2[CH:7]=[CH:6][C:5]([N:8]3[CH2:13][CH2:12][O:11][CH2:10][C:9]3=[O:14])=[CH:4][CH:3]=2)[O:17]1. The yield is 0.636. (2) The reactants are [N:1]1([C:12]([O:14][C:15]([CH3:18])([CH3:17])[CH3:16])=[O:13])[CH2:6][CH2:5][CH2:4][C@H:3]([C:7](OCC)=[O:8])[CH2:2]1.O.[NH2:20][NH2:21]. The catalyst is CO.CCOC(C)=O. The product is [NH:20]([C:7]([C@H:3]1[CH2:4][CH2:5][CH2:6][N:1]([C:12]([O:14][C:15]([CH3:18])([CH3:17])[CH3:16])=[O:13])[CH2:2]1)=[O:8])[NH2:21]. The yield is 0.540. (3) The reactants are [Br:1][C:2]1[CH:11]=[CH:10][C:9]2[C:4](=[CH:5][CH:6]=[CH:7][CH:8]=2)[CH:3]=1.[C:12](Cl)(=[O:14])[CH3:13].[Al+3].[Cl-].[Cl-].[Cl-]. The catalyst is [N+](C1C=CC=CC=1)([O-])=O. The product is [Br:1][C:2]1[CH:3]=[C:4]2[C:9](=[CH:10][CH:11]=1)[CH:8]=[C:7]([C:12](=[O:14])[CH3:13])[CH:6]=[CH:5]2. The yield is 0.360. (4) The reactants are [Br:1][C:2]1[CH:3]=[C:4]([C:7]([O:9][CH3:10])=[O:8])[NH:5][CH:6]=1.[Cl:11][C:12]1[CH:17]=[C:16]([N+:18]([O-:20])=[O:19])[CH:15]=[CH:14][C:13]=1F.C(=O)([O-])[O-].[K+].[K+]. The catalyst is CN(C=O)C.O. The product is [Br:1][C:2]1[CH:3]=[C:4]([C:7]([O:9][CH3:10])=[O:8])[N:5]([C:13]2[CH:14]=[CH:15][C:16]([N+:18]([O-:20])=[O:19])=[CH:17][C:12]=2[Cl:11])[CH:6]=1. The yield is 0.690. (5) The reactants are C([O:3][C:4](=O)[CH:5]=[C:6]1[CH2:9][CH:8]([C:10]2[CH:15]=[CH:14][CH:13]=[C:12]([C:16]3([C:24]4[CH:29]=[CH:28][C:27]([O:30][CH:31]([F:33])[F:32])=[CH:26][CH:25]=4)[C:20](=[O:21])[N:19]([CH3:22])[C:18]([NH2:23])=[N:17]3)[CH:11]=2)[CH2:7]1)C.[H-].C([Al+]CC(C)C)C(C)C. The catalyst is O1CCCC1. The product is [NH2:23][C:18]1[N:19]([CH3:22])[C:20](=[O:21])[C:16]([C:24]2[CH:25]=[CH:26][C:27]([O:30][CH:31]([F:33])[F:32])=[CH:28][CH:29]=2)([C:12]2[CH:13]=[CH:14][CH:15]=[C:10]([CH:8]3[CH2:9][C:6](=[CH:5][CH2:4][OH:3])[CH2:7]3)[CH:11]=2)[N:17]=1. The yield is 0.180.